From a dataset of Forward reaction prediction with 1.9M reactions from USPTO patents (1976-2016). Predict the product of the given reaction. (1) Given the reactants [NH2:1][C:2]1[N:10]=[CH:9][CH:8]=[CH:7][C:3]=1[C:4]([OH:6])=O.Cl.CN.C(Cl)CCl.C1C=CC2N(O)N=[N:24][C:22]=2C=1.CCN(C(C)C)C(C)C, predict the reaction product. The product is: [NH2:1][C:2]1[N:10]=[CH:9][CH:8]=[CH:7][C:3]=1[C:4]([NH:24][CH3:22])=[O:6]. (2) Given the reactants [OH:1][C:2]1[C:3](=[O:16])[CH:4]=[C:5]([CH2:8][O:9][CH:10]2[CH2:15][CH2:14][CH2:13][CH2:12][O:11]2)[O:6][CH:7]=1.[F:17][C:18]([F:31])([F:30])[S:19](O[S:19]([C:18]([F:31])([F:30])[F:17])(=[O:21])=[O:20])(=[O:21])=[O:20].O.C(Cl)(Cl)Cl, predict the reaction product. The product is: [F:17][C:18]([F:31])([F:30])[S:19]([O:1][C:2]1[C:3](=[O:16])[CH:4]=[C:5]([CH2:8][O:9][CH:10]2[CH2:15][CH2:14][CH2:13][CH2:12][O:11]2)[O:6][CH:7]=1)(=[O:21])=[O:20]. (3) Given the reactants [OH:1][CH:2]1[CH2:7][C@@H:6]([C:8]2[CH:13]=[CH:12][CH:11]=[CH:10][CH:9]=2)[O:5][C@@H:4]([C:14]2[CH:23]=[CH:22][C:17]([C:18]([O:20][CH3:21])=[O:19])=[CH:16][CH:15]=2)[CH2:3]1.[Cr](Cl)([O-])(=O)=O.[NH+]1C=CC=CC=1, predict the reaction product. The product is: [O:1]=[C:2]1[CH2:7][C@@H:6]([C:8]2[CH:9]=[CH:10][CH:11]=[CH:12][CH:13]=2)[O:5][C@@H:4]([C:14]2[CH:15]=[CH:16][C:17]([C:18]([O:20][CH3:21])=[O:19])=[CH:22][CH:23]=2)[CH2:3]1. (4) Given the reactants [CH2:1]([O:3][C:4]([C:6]1[C:10]([CH3:11])=[C:9]([I:12])[NH:8][C:7]=1[CH3:13])=[O:5])[CH3:2].[CH3:14]OS(C1C=CC(C)=CC=1)(=O)=O.CC(C)([O-])C.[Na+], predict the reaction product. The product is: [CH2:1]([O:3][C:4]([C:6]1[C:10]([CH3:11])=[C:9]([I:12])[N:8]([CH3:14])[C:7]=1[CH3:13])=[O:5])[CH3:2]. (5) Given the reactants Cl[C:2]1[CH:11]=[C:10]([C:12]#[N:13])[C:5]([C:6]([O:8][CH3:9])=[O:7])=[C:4]([C:14]2[CH:15]=[N:16][N:17]([CH3:19])[CH:18]=2)[N:3]=1.[NH2:20][C@@H:21]1[CH2:26][CH2:25][CH2:24][CH2:23][C@@H:22]1[NH:27][C:28](=[O:34])[O:29][C:30]([CH3:33])([CH3:32])[CH3:31].O.CCOC(C)=O, predict the reaction product. The product is: [C:30]([O:29][C:28]([NH:27][C@H:22]1[CH2:23][CH2:24][CH2:25][CH2:26][C@H:21]1[NH:20][C:2]1[CH:11]=[C:10]([C:12]#[N:13])[C:5]([C:6]([O:8][CH3:9])=[O:7])=[C:4]([C:14]2[CH:15]=[N:16][N:17]([CH3:19])[CH:18]=2)[N:3]=1)=[O:34])([CH3:33])([CH3:31])[CH3:32]. (6) Given the reactants CC1(C)[O:6][C@H:5]([CH2:7][O:8][C:9]2[N:14]=[C:13]([NH:15][C:16]([N:18]3[C@@H:24]4[CH2:25][N:21]([CH2:22][CH2:23]4)[C:20]4[CH:26]=[CH:27][C:28]([C:30]5[CH:31]=[N:32][C:33]([CH3:36])=[CH:34][CH:35]=5)=[N:29][C:19]3=4)=[O:17])[CH:12]=[N:11][CH:10]=2)[CH2:4][O:3]1.Cl.O1CCOCC1.C([O-])(O)=O.[Na+], predict the reaction product. The product is: [OH:6][C@@H:5]([CH2:4][OH:3])[CH2:7][O:8][C:9]1[N:14]=[C:13]([NH:15][C:16]([N:18]2[C@@H:24]3[CH2:25][N:21]([CH2:22][CH2:23]3)[C:20]3[CH:26]=[CH:27][C:28]([C:30]4[CH:31]=[N:32][C:33]([CH3:36])=[CH:34][CH:35]=4)=[N:29][C:19]2=3)=[O:17])[CH:12]=[N:11][CH:10]=1. (7) The product is: [OH:17]/[N:16]=[C:1](\[NH2:8])/[C:2]1[CH:7]=[CH:6][CH:5]=[N:4][CH:3]=1. Given the reactants [C:1](#[N:8])[C:2]1[CH:7]=[CH:6][CH:5]=[N:4][CH:3]=1.C([O-])([O-])=O.[K+].[K+].Cl.[NH2:16][OH:17], predict the reaction product. (8) Given the reactants [C:1]([O:5][C:6](=[O:19])[NH:7][CH2:8][C:9]1[CH:14]=[C:13]([CH:15]=O)[CH:12]=[C:11]([Cl:17])[C:10]=1[F:18])([CH3:4])([CH3:3])[CH3:2].[CH3:20][N:21]1[CH2:26][CH2:25][NH:24][CH2:23][CH2:22]1.C(O)(=O)C.C(O[BH-](OC(=O)C)OC(=O)C)(=O)C.[Na+], predict the reaction product. The product is: [C:1]([O:5][C:6](=[O:19])[NH:7][CH2:8][C:9]1[CH:14]=[C:13]([CH2:15][N:24]2[CH2:25][CH2:26][N:21]([CH3:20])[CH2:22][CH2:23]2)[CH:12]=[C:11]([Cl:17])[C:10]=1[F:18])([CH3:4])([CH3:3])[CH3:2].